From a dataset of Reaction yield outcomes from USPTO patents with 853,638 reactions. Predict the reaction yield, written as a fraction of the theoretical maximum amount of product (1.0 means a 100% yield; for example, 0.34 means a 34% yield). (1) The reactants are C([O:4][CH2:5][C:6]1[CH:11]=[CH:10][C:9]([C:12]2[O:13][C:14]([C:17]3[C:22]([NH2:23])=[N:21][CH:20]=[C:19]([C:24]4[CH:29]=[CH:28][C:27]([C:30](=[O:34])[N:31]([CH3:33])[CH3:32])=[CH:26][CH:25]=4)[N:18]=3)=[N:15][N:16]=2)=[CH:8][CH:7]=1)(=O)C.[OH-].[Na+].Cl. The catalyst is CO. The product is [NH2:23][C:22]1[N:21]=[CH:20][C:19]([C:24]2[CH:29]=[CH:28][C:27]([C:30]([N:31]([CH3:33])[CH3:32])=[O:34])=[CH:26][CH:25]=2)=[N:18][C:17]=1[C:14]1[O:13][C:12]([C:9]2[CH:8]=[CH:7][C:6]([CH2:5][OH:4])=[CH:11][CH:10]=2)=[N:16][N:15]=1. The yield is 0.700. (2) The reactants are C[O:2][C:3]1[CH:8]=[CH:7][C:6]([C:9]2([C:16]3[CH:21]=[CH:20][C:19]([O:22]C)=[CH:18][CH:17]=3)[CH2:11][CH:10]2[CH2:12][CH2:13][CH2:14][CH3:15])=[CH:5][CH:4]=1.B(Br)(Br)Br. The catalyst is C(Cl)Cl. The product is [OH:2][C:3]1[CH:4]=[CH:5][C:6]([C:9]2([C:16]3[CH:17]=[CH:18][C:19]([OH:22])=[CH:20][CH:21]=3)[CH2:11][CH:10]2[CH2:12][CH2:13][CH2:14][CH3:15])=[CH:7][CH:8]=1. The yield is 0.650. (3) The reactants are C([O:8][C:9]1[CH:14]=[CH:13][C:12]2[C:15]3([CH2:38][O:39][C:11]=2[CH:10]=1)[C:23]1[C:18](=[CH:19][CH:20]=[CH:21][CH:22]=1)[N:17](C(C1C=CC=CC=1)C1C=CC=CC=1)[C:16]3=[O:37])C1C=CC=CC=1.[H][H]. The product is [OH:8][C:9]1[CH:14]=[CH:13][C:12]2[C:15]3([CH2:38][O:39][C:11]=2[CH:10]=1)[C:23]1[C:18](=[CH:19][CH:20]=[CH:21][CH:22]=1)[NH:17][C:16]3=[O:37]. The catalyst is CO.[OH-].[OH-].[Pd+2]. The yield is 0.830. (4) The reactants are Cl[CH2:2][C:3]([CH3:6])([OH:5])[CH3:4].[OH:7][C:8]1[CH:15]=[CH:14][C:11]([C:12]#[N:13])=[CH:10][CH:9]=1.C([O-])([O-])=O.[K+].[K+]. The catalyst is O.C(O)C. The product is [OH:5][C:3]([CH3:6])([CH3:4])[CH2:2][O:7][C:8]1[CH:15]=[CH:14][C:11]([C:12]#[N:13])=[CH:10][CH:9]=1. The yield is 0.940. (5) The reactants are [OH-].[Li+].C([O:5][C:6]([C:8]1[NH:9][C:10]([CH:14]=[O:15])=[CH:11][C:12]=1[CH3:13])=[O:7])C. The catalyst is CO.O. The product is [CH:14]([C:10]1[NH:9][C:8]([C:6]([OH:7])=[O:5])=[C:12]([CH3:13])[CH:11]=1)=[O:15]. The yield is 0.880. (6) The reactants are [F:1][C:2]1[CH:3]=[C:4]([NH:26][C:27](=[O:36])[O:28][CH2:29][C:30]2[CH:35]=[CH:34][CH:33]=[CH:32][CH:31]=2)[CH:5]=[CH:6][C:7]=1[O:8][C:9]1[CH:10]=[N:11][C:12]([NH:15][S:16]([C:19]2[CH:24]=[CH:23][C:22]([CH3:25])=[CH:21][CH:20]=2)(=[O:18])=[O:17])=[CH:13][CH:14]=1.C(N(CC)C(C)C)(C)C.I[CH2:47][C:48]([NH2:50])=[O:49].O. The catalyst is CN(C)C=O. The yield is 0.720. The product is [NH2:50][C:48](=[O:49])[CH2:47][N:11]1[CH:10]=[C:9]([O:8][C:7]2[CH:6]=[CH:5][C:4]([NH:26][C:27](=[O:36])[O:28][CH2:29][C:30]3[CH:31]=[CH:32][CH:33]=[CH:34][CH:35]=3)=[CH:3][C:2]=2[F:1])[CH:14]=[CH:13]/[C:12]/1=[N:15]/[S:16]([C:19]1[CH:24]=[CH:23][C:22]([CH3:25])=[CH:21][CH:20]=1)(=[O:18])=[O:17]. (7) The yield is 0.900. The reactants are [CH2:1]([O:3][C:4]1[CH:9]=[CH:8][C:7]([N:10]([CH3:33])[C:11]2[C:20]3[C:15](=[CH:16][CH:17]=[CH:18][CH:19]=3)[N:14]=[C:13]([CH2:21][N:22]3C(=O)C4C(=CC=CC=4)C3=O)[N:12]=2)=[C:6]([F:34])[CH:5]=1)[CH3:2].ClCC1N=C(N(C2C=CC(OCC)=CC=2F)C)C2C(=CC=CC=2)N=1.C1(=O)NC(=O)C2=CC=CC=C12.[K]. The product is [NH2:22][CH2:21][C:13]1[N:12]=[C:11]([N:10]([C:7]2[CH:8]=[CH:9][C:4]([O:3][CH2:1][CH3:2])=[CH:5][C:6]=2[F:34])[CH3:33])[C:20]2[C:15](=[CH:16][CH:17]=[CH:18][CH:19]=2)[N:14]=1. The catalyst is CN(C)C=O. (8) The reactants are [C:1]([C:4]1([C:10]2[CH:15]=[CH:14][CH:13]=[CH:12][CH:11]=2)[CH2:9][CH2:8][NH:7][CH2:6][CH2:5]1)(=[O:3])[CH3:2].Br.Br[CH2:18][CH2:19][CH2:20][NH2:21].C(=O)([O-])[O-].[K+].[K+]. The catalyst is O1CCOCC1. The product is [C:1]([C:4]1([C:10]2[CH:15]=[CH:14][CH:13]=[CH:12][CH:11]=2)[CH2:5][CH2:6][N:7]([CH2:18][CH2:19][CH2:20][NH2:21])[CH2:8][CH2:9]1)(=[O:3])[CH3:2]. The yield is 0.400. (9) The reactants are [N:1]([C:4]1[C:5](=[O:12])[N:6]([CH3:11])[C:7](=[O:10])[C:8]=1[Cl:9])=[N+]=[N-].[CH:13]1[CH:18]=[CH:17][C:16]([P:19]([C:26]2[CH:31]=[CH:30][CH:29]=[CH:28][CH:27]=2)[C:20]2[CH:25]=[CH:24][CH:23]=[CH:22][CH:21]=2)=[CH:15][CH:14]=1. The catalyst is C1COCC1.O. The product is [Cl:9][C:8]1[C:7](=[O:10])[N:6]([CH3:11])[C:5](=[O:12])[C:4]=1[N:1]=[P:19]([C:20]1[CH:21]=[CH:22][CH:23]=[CH:24][CH:25]=1)([C:26]1[CH:31]=[CH:30][CH:29]=[CH:28][CH:27]=1)[C:16]1[CH:15]=[CH:14][CH:13]=[CH:18][CH:17]=1. The yield is 0.630. (10) The reactants are [C:1]([C:3]1[CH:4]=[C:5]([NH:9][C:10]2[CH2:14][CH2:13][C:12](=[O:15])[C:11]=2[CH3:16])[CH:6]=[CH:7][CH:8]=1)#[CH:2].[N:17]([CH2:20][C:21]1[CH:26]=[CH:25][C:24]([CH3:27])=[CH:23][CH:22]=1)=[N+:18]=[N-:19].O=C1O[C@H]([C@H](CO)O)C([O-])=C1O.[Na+]. The catalyst is O.C(O)(C)(C)C.O.O.O.O.O.S([O-])([O-])(=O)=O.[Cu+2]. The product is [CH3:16][C:11]1[C:12](=[O:15])[CH2:13][CH2:14][C:10]=1[NH:9][C:5]1[CH:6]=[CH:7][CH:8]=[C:3]([C:1]2[N:19]=[N:18][N:17]([CH2:20][C:21]3[CH:26]=[CH:25][C:24]([CH3:27])=[CH:23][CH:22]=3)[CH:2]=2)[CH:4]=1. The yield is 0.810.